From a dataset of Catalyst prediction with 721,799 reactions and 888 catalyst types from USPTO. Predict which catalyst facilitates the given reaction. Reactant: C(OC(=O)[NH:7][CH:8]([CH2:13][NH:14][CH:15]([C:31](=[O:37])[NH:32][C:33]([CH3:36])([CH3:35])[CH3:34])[CH2:16][C:17]1[CH:22]=[CH:21][C:20]([O:23][CH2:24][C:25]2[CH:30]=[CH:29][CH:28]=[CH:27][CH:26]=2)=[CH:19][CH:18]=1)[CH2:9][CH:10]([CH3:12])[CH3:11])(C)(C)C. Product: [NH2:7][C@@H:8]([CH2:9][CH:10]([CH3:12])[CH3:11])[CH2:13][NH:14][C@@H:15]([CH2:16][C:17]1[CH:18]=[CH:19][C:20]([O:23][CH2:24][C:25]2[CH:30]=[CH:29][CH:28]=[CH:27][CH:26]=2)=[CH:21][CH:22]=1)[C:31]([NH:32][C:33]([CH3:34])([CH3:35])[CH3:36])=[O:37]. The catalyst class is: 4.